The task is: Predict which catalyst facilitates the given reaction.. This data is from Catalyst prediction with 721,799 reactions and 888 catalyst types from USPTO. (1) Reactant: [C:1]([OH:9])(=O)/[C:2](=[C:4](\[CH:6]=O)/[Br:5])/[Br:3].Cl.[F:11][C:12]1[CH:13]=[C:14]([NH:19][NH2:20])[CH:15]=[C:16]([F:18])[CH:17]=1.C(N(CC)CC)C. Product: [Br:3][C:2]1[C:1](=[O:9])[N:19]([C:14]2[CH:13]=[C:12]([F:11])[CH:17]=[C:16]([F:18])[CH:15]=2)[N:20]=[CH:6][C:4]=1[Br:5]. The catalyst class is: 8. (2) Reactant: [NH:1]1[CH:5]=[C:4]([CH:6]=[CH:7][C:8]([OH:10])=O)[N:3]=[CH:2]1.S(Cl)(Cl)=O.Cl.Cl.[N:17]1([C:23]2[CH:28]=[CH:27][C:26]([N:29]3[CH2:33][C@H:32]([CH2:34][O:35][C:36]4[CH:40]=[CH:39][O:38][N:37]=4)[O:31][C:30]3=[O:41])=[CH:25][C:24]=2[F:42])[CH2:22][CH2:21][NH:20][CH2:19][CH2:18]1.C(N(CC)CC)C. Product: [NH:1]1[CH:5]=[C:4]([CH:6]=[CH:7][C:8]([N:20]2[CH2:19][CH2:18][N:17]([C:23]3[CH:28]=[CH:27][C:26]([N:29]4[CH2:33][C@H:32]([CH2:34][O:35][C:36]5[CH:40]=[CH:39][O:38][N:37]=5)[O:31][C:30]4=[O:41])=[CH:25][C:24]=3[F:42])[CH2:22][CH2:21]2)=[O:10])[N:3]=[CH:2]1. The catalyst class is: 139. (3) Reactant: [C:1]([CH2:3][C:4]1([C:17]([O:19]C)=O)[CH2:9][CH2:8][N:7]([C:10]([O:12][C:13]([CH3:16])([CH3:15])[CH3:14])=[O:11])[CH2:6][CH2:5]1)#[N:2].N.O.[H][H]. Product: [O:19]=[C:17]1[C:4]2([CH2:9][CH2:8][N:7]([C:10]([O:12][C:13]([CH3:16])([CH3:15])[CH3:14])=[O:11])[CH2:6][CH2:5]2)[CH2:3][CH2:1][NH:2]1. The catalyst class is: 94.